Dataset: Forward reaction prediction with 1.9M reactions from USPTO patents (1976-2016). Task: Predict the product of the given reaction. (1) Given the reactants [C:1]1([C:7](=O)[CH2:8][C:9]2[CH:10]=[C:11]([CH3:15])[CH:12]=[CH:13][CH:14]=2)[CH:6]=[CH:5][CH:4]=[CH:3][CH:2]=1.[CH2:17]([O:19][C:20]1[CH:21]=[C:22]([CH:25]=[C:26]([N+:29]([O-:31])=[O:30])[C:27]=1[OH:28])[CH:23]=O)[CH3:18].[NH2:32][C:33]([NH2:35])=[O:34].Cl, predict the reaction product. The product is: [CH2:17]([O:19][C:20]1[CH:21]=[C:22]([CH:23]2[C:8]([C:9]3[CH:10]=[C:11]([CH3:15])[CH:12]=[CH:13][CH:14]=3)=[C:7]([C:1]3[CH:6]=[CH:5][CH:4]=[CH:3][CH:2]=3)[NH:35][C:33](=[O:34])[NH:32]2)[CH:25]=[C:26]([N+:29]([O-:31])=[O:30])[C:27]=1[OH:28])[CH3:18]. (2) Given the reactants [F:1][C:2]([F:35])([F:34])[C:3]1[CH:4]=[C:5]([C:13]([CH3:33])([CH3:32])[C:14]([N:16]([C:18]2[CH:19]=[N:20][C:21](Cl)=[CH:22][C:23]=2[C:24]2[CH:29]=[CH:28][CH:27]=[CH:26][C:25]=2[Cl:30])[CH3:17])=[O:15])[CH:6]=[C:7]([C:9]([F:12])([F:11])[F:10])[CH:8]=1.[CH2:36]([O:43][CH2:44][CH2:45][OH:46])[C:37]1[CH:42]=[CH:41][CH:40]=[CH:39][CH:38]=1.[Cl-].C(C1C=CC=C(C(C)C)C=1[N+]1C=CN(C2C(C(C)C)=CC=CC=2C(C)C)C=1)(C)C.CC([O-])(C)C.[K+], predict the reaction product. The product is: [CH2:36]([O:43][CH2:44][CH2:45][O:46][C:21]1[N:20]=[CH:19][C:18]([N:16]([CH3:17])[C:14](=[O:15])[C:13]([C:5]2[CH:4]=[C:3]([C:2]([F:35])([F:34])[F:1])[CH:8]=[C:7]([C:9]([F:10])([F:12])[F:11])[CH:6]=2)([CH3:32])[CH3:33])=[C:23]([C:24]2[CH:29]=[CH:28][CH:27]=[CH:26][C:25]=2[Cl:30])[CH:22]=1)[C:37]1[CH:42]=[CH:41][CH:40]=[CH:39][CH:38]=1. (3) Given the reactants [Cl:1][C:2]1[CH:17]=[CH:16][CH:15]=[CH:14][C:3]=1[CH2:4][NH:5][C:6](=[O:13])[C:7]([CH3:12])([CH3:11])[CH2:8][CH2:9][OH:10].[CH2:18]([C:20]1[CH:25]=[CH:24][C:23]([N:26]=[C:27]=[O:28])=[CH:22][CH:21]=1)[CH3:19], predict the reaction product. The product is: [CH2:18]([C:20]1[CH:25]=[CH:24][C:23]([NH:26][C:27](=[O:28])[O:10][CH2:9][CH2:8][C:7]([CH3:12])([CH3:11])[C:6]([NH:5][CH2:4][C:3]2[CH:14]=[CH:15][CH:16]=[CH:17][C:2]=2[Cl:1])=[O:13])=[CH:22][CH:21]=1)[CH3:19]. (4) Given the reactants [C:1]([O:5][C:6]([N:8]1[CH2:15][CH2:14][CH2:13][C@H:9]1[C:10]([OH:12])=O)=[O:7])([CH3:4])([CH3:3])[CH3:2].Cl.[CH3:17][O:18][C:19](=[O:25])[C@@H:20]1[CH2:24][CH2:23][CH2:22][NH:21]1.C(N(CC)C(C)C)(C)C.C1C=C2N=NN(O)C2=CC=1.O.CCN=C=NCCCN(C)C.Cl, predict the reaction product. The product is: [CH3:17][O:18][C:19](=[O:25])[C@@H:20]1[CH2:24][CH2:23][CH2:22][N:21]1[C:10](=[O:12])[C@@H:9]1[CH2:13][CH2:14][CH2:15][N:8]1[C:6]([O:5][C:1]([CH3:2])([CH3:3])[CH3:4])=[O:7].